Predict the reactants needed to synthesize the given product. From a dataset of Full USPTO retrosynthesis dataset with 1.9M reactions from patents (1976-2016). (1) Given the product [NH2:10][C:11]1[CH:12]=[C:13]2[C:18](=[CH:19][C:20]=1[O:21][CH3:22])[N:17]=[CH:16][CH:15]=[C:14]2[O:23][C:24]1[CH:25]=[CH:26][C:27]([NH:30][C:31]([NH:33][C:34]2[CH:35]=[CH:36][C:37]([F:40])=[CH:38][CH:39]=2)=[O:32])=[CH:28][CH:29]=1, predict the reactants needed to synthesize it. The reactants are: C(OC(=O)[NH:10][C:11]1[CH:12]=[C:13]2[C:18](=[CH:19][C:20]=1[O:21][CH3:22])[N:17]=[CH:16][CH:15]=[C:14]2[O:23][C:24]1[CH:29]=[CH:28][C:27]([NH:30][C:31]([NH:33][C:34]2[CH:39]=[CH:38][C:37]([F:40])=[CH:36][CH:35]=2)=[O:32])=[CH:26][CH:25]=1)C1C=CC=CC=1.CO. (2) Given the product [C:2]1([CH2:1][OH:12])[C:19]2[C:6](=[CH:30][CH:31]=[CH:32][CH:18]=2)[CH:5]=[CH:4][CH:3]=1, predict the reactants needed to synthesize it. The reactants are: [CH2:1]([OH:12])[C@H:2]1O[C:6](=O)[C@H:5](O)[C@@H:4](O)[C@@H:3]1O.C([SiH]([CH2:18][CH3:19])CC)C.B(F)(F)F.CCOCC.[F-].[CH2:30]([N+](CCCC)(CCCC)CCCC)[CH2:31][CH2:32]C. (3) Given the product [CH3:43][O:19][CH2:18][C@@H:16]1[C@@H:15]([O:20][Si:21]([CH:28]([CH3:29])[CH3:30])([CH:22]([CH3:23])[CH3:24])[CH:25]([CH3:26])[CH3:27])[C@H:14]([O:31][Si:32]([CH:33]([CH3:35])[CH3:34])([CH:36]([CH3:38])[CH3:37])[CH:39]([CH3:41])[CH3:40])[CH:13]=[C:12]([C:11]2[CH:10]=[CH:9][N:8]=[CH:7][C:6]=2[N+:3]([O-:5])=[O:4])[O:17]1, predict the reactants needed to synthesize it. The reactants are: [H-].[Na+].[N+:3]([C:6]1[CH:7]=[N:8][CH:9]=[CH:10][C:11]=1[C:12]1[O:17][C@H:16]([CH2:18][OH:19])[C@@H:15]([O:20][Si:21]([CH:28]([CH3:30])[CH3:29])([CH:25]([CH3:27])[CH3:26])[CH:22]([CH3:24])[CH3:23])[C@H:14]([O:31][Si:32]([CH:39]([CH3:41])[CH3:40])([CH:36]([CH3:38])[CH3:37])[CH:33]([CH3:35])[CH3:34])[CH:13]=1)([O-:5])=[O:4].I[CH3:43].